Dataset: Forward reaction prediction with 1.9M reactions from USPTO patents (1976-2016). Task: Predict the product of the given reaction. (1) The product is: [F:1][C:2]1[CH:3]=[C:4]([CH2:23][CH:24]([CH3:30])[C:25]([OH:27])=[O:26])[CH:5]=[CH:6][C:7]=1[O:8][CH2:9][C:10]1[CH:15]=[CH:14][CH:13]=[C:12]([O:16][C:17]2[CH:22]=[CH:21][CH:20]=[CH:19][CH:18]=2)[CH:11]=1. Given the reactants [F:1][C:2]1[CH:3]=[C:4]([CH2:23][CH:24]([CH3:30])[C:25]([O:27]CC)=[O:26])[CH:5]=[CH:6][C:7]=1[O:8][CH2:9][C:10]1[CH:15]=[CH:14][CH:13]=[C:12]([O:16][C:17]2[CH:22]=[CH:21][CH:20]=[CH:19][CH:18]=2)[CH:11]=1.[OH-].[Na+].Cl, predict the reaction product. (2) Given the reactants [NH2:1][C@@H:2]1[C:16](=[O:17])[N:15]2[CH2:18][C@@:19](F)([O:21][C:22]3[CH:31]=[N:30][C:29]4[C:24](=[CH:25][CH:26]=[CH:27][CH:28]=4)[N:23]=3)[CH2:20][C@H:14]2[C:13](=[O:33])[NH:12][C@:11]2([C:35]([NH:37][S:38]([CH:41]3[CH2:43][CH2:42]3)(=[O:40])=[O:39])=[O:36])[CH2:34][C@H:10]2[CH2:9][CH:8]([F:44])[CH2:7][CH2:6][CH2:5][CH2:4][CH2:3]1.Cl.N1C=CC=CC=1.[CH3:52][C:53]1[O:57][N:56]=[C:55]([C:58]([OH:60])=O)[CH:54]=1.CN(C(ON1N=NC2C=CC=NC1=2)=[N+](C)C)C.[F:78][P-](F)(F)(F)(F)F, predict the reaction product. The product is: [CH:41]1([S:38]([NH:37][C:35]([C@@:11]23[CH2:34][C@H:10]2[CH2:9][C:8]([F:44])([F:78])[CH2:7][CH2:6][CH2:5][CH2:4][CH2:3][C@H:2]([NH:1][C:58]([C:55]2[CH:54]=[C:53]([CH3:52])[O:57][N:56]=2)=[O:60])[C:16](=[O:17])[N:15]2[CH2:18][C@H:19]([O:21][C:22]4[CH:31]=[N:30][C:29]5[C:24](=[CH:25][CH:26]=[CH:27][CH:28]=5)[N:23]=4)[CH2:20][C@H:14]2[C:13](=[O:33])[NH:12]3)=[O:36])(=[O:40])=[O:39])[CH2:42][CH2:43]1. (3) Given the reactants [Br:1][C:2]1[CH:3]=[C:4]([NH2:9])[C:5]([NH2:8])=[CH:6][CH:7]=1.CC1C=C(N)[C:14]([NH2:17])=[CH:15]C=1.[C:19]([N:26]1[CH2:31][CH2:30][NH:29][CH2:28][CH2:27]1)([O:21][C:22]([CH3:25])([CH3:24])[CH3:23])=[O:20].[CH3:32][N:33]1CCNCC1, predict the reaction product. The product is: [Br:1][C:2]1[CH:3]=[C:4]2[C:5]([N:8]=[C:15]([N:29]3[CH2:28][CH2:27][N:26]([C:19]([O:21][C:22]([CH3:25])([CH3:24])[CH3:23])=[O:20])[CH2:31][CH2:30]3)[C:14]3[N:9]2[CH:32]=[N:33][N:17]=3)=[CH:6][CH:7]=1. (4) Given the reactants [F:1][C:2]([F:7])([F:6])[C:3]([OH:5])=[O:4].[CH3:8][O:9][C:10]1[CH:15]=[CH:14][C:13]([CH2:16][CH2:17][CH2:18][N:19]([CH2:34][CH2:35][CH2:36][C:37]2[CH:42]=[CH:41][C:40]([O:43][CH3:44])=[CH:39][CH:38]=2)[CH2:20][CH2:21][NH:22][C:23]([C:25]2[C:30]([NH2:31])=[N:29][C:28]([NH2:32])=[C:27]([Cl:33])[N:26]=2)=[O:24])=[CH:12][CH:11]=1.C(=O)([O-])[O-].[Na+].[Na+].[CH2:51](Br)[CH:52]=[CH2:53], predict the reaction product. The product is: [F:1][C:2]([F:7])([F:6])[C:3]([O-:5])=[O:4].[CH2:53]([N+:19]([CH2:20][CH2:21][NH:22][C:23]([C:25]1[C:30]([NH2:31])=[N:29][C:28]([NH2:32])=[C:27]([Cl:33])[N:26]=1)=[O:24])([CH2:34][CH2:35][CH2:36][C:37]1[CH:42]=[CH:41][C:40]([O:43][CH3:44])=[CH:39][CH:38]=1)[CH2:18][CH2:17][CH2:16][C:13]1[CH:14]=[CH:15][C:10]([O:9][CH3:8])=[CH:11][CH:12]=1)[CH:52]=[CH2:51]. (5) The product is: [F:1][C:2]1[CH:7]=[CH:6][C:5]([CH2:8][CH2:9][CH2:10][N:12]2[CH2:13][CH:14]3[CH:16]([C:15]3([C:19]3[CH:20]=[C:21]([NH:25][S:26]([CH3:29])(=[O:27])=[O:28])[CH:22]=[CH:23][CH:24]=3)[CH3:18])[CH2:17]2)=[CH:4][CH:3]=1. Given the reactants [F:1][C:2]1[CH:7]=[CH:6][C:5]([CH2:8][CH2:9][C:10]([N:12]2[CH2:17][CH:16]3[CH:14]([C:15]3([C:19]3[CH:20]=[C:21]([NH:25][S:26]([CH3:29])(=[O:28])=[O:27])[CH:22]=[CH:23][CH:24]=3)[CH3:18])[CH2:13]2)=O)=[CH:4][CH:3]=1.[H-].[Al+3].[Li+].[H-].[H-].[H-].O.C(=O)([O-])O.[Na+], predict the reaction product. (6) Given the reactants [H-].[Na+].[C:3]([O:9][CH2:10]C)(=[O:8])[CH2:4][C:5]([CH3:7])=[O:6].Br[CH2:13][C:14]1[CH:23]=[CH:22][C:17]([C:18]([O:20][CH3:21])=[O:19])=[CH:16][C:15]=1[O:24][CH3:25], predict the reaction product. The product is: [CH3:25][O:24][C:15]1[CH:16]=[C:17]([CH:22]=[CH:23][C:14]=1[CH2:13][CH:4]([C:3]([O:9][CH3:10])=[O:8])[C:5](=[O:6])[CH3:7])[C:18]([O:20][CH3:21])=[O:19]. (7) The product is: [C:1]([C:5]1[O:9][N:8]=[C:7]([NH:10][C:11]([NH:13][C:14]2[CH:19]=[CH:18][CH:17]=[C:16]([O:20][C:21]3[C:30]4[C:25](=[CH:26][CH:27]=[C:28]([N:32]5[CH2:37][CH2:36][O:35][CH2:34][CH2:33]5)[CH:29]=4)[N:24]=[CH:23][N:22]=3)[CH:15]=2)=[O:12])[CH:6]=1)([CH3:4])([CH3:3])[CH3:2]. Given the reactants [C:1]([C:5]1[O:9][N:8]=[C:7]([NH:10][C:11]([NH:13][C:14]2[CH:19]=[CH:18][CH:17]=[C:16]([O:20][C:21]3[C:30]4[C:25](=[CH:26][CH:27]=[C:28](I)[CH:29]=4)[N:24]=[CH:23][N:22]=3)[CH:15]=2)=[O:12])[CH:6]=1)([CH3:4])([CH3:3])[CH3:2].[NH:32]1[CH2:37][CH2:36][O:35][CH2:34][CH2:33]1.C([O-])([O-])=O.[Cs+].[Cs+], predict the reaction product. (8) The product is: [Cl:1][C:2]1[C:7]([NH:8][S:9]([CH3:12])(=[O:10])=[O:11])=[CH:6][C:5]([C:13]2[CH:21]=[C:20]3[C:16]([CH:17]=[N:18][NH:19]3)=[C:15]([C:32]3[O:33][C:34]([CH2:37][N:45]4[CH2:46][CH2:47][N:42]([CH:40]([CH3:41])[CH3:39])[CH2:43][CH2:44]4)=[N:35][N:36]=3)[CH:14]=2)=[CH:4][N:3]=1. Given the reactants [Cl:1][C:2]1[C:7]([NH:8][S:9]([CH3:12])(=[O:11])=[O:10])=[CH:6][C:5]([C:13]2[CH:21]=[C:20]3[C:16]([CH:17]=[N:18][N:19]3S(C3C=CC(C)=CC=3)(=O)=O)=[C:15]([C:32]3[O:33][C:34]([CH2:37]Cl)=[N:35][N:36]=3)[CH:14]=2)=[CH:4][N:3]=1.[CH3:39][CH:40]([N:42]1[CH2:47][CH2:46][NH:45][CH2:44][CH2:43]1)[CH3:41].[OH-].[Na+], predict the reaction product. (9) The product is: [Cl:22][C:19]1[N:20]=[C:21]2[C:16]([C:15](=[O:24])[C:14]([C:25]([OH:27])=[O:26])=[CH:13][NH:12]2)=[C:17]([CH3:23])[CH:18]=1. Given the reactants COC1C=C(OC)C=CC=1C[N:12]1[C:21]2[C:16](=[C:17]([CH3:23])[CH:18]=[C:19]([Cl:22])[N:20]=2)[C:15](=[O:24])[C:14]([C:25]([O:27]CC)=[O:26])=[CH:13]1.O.[OH-].[Li+], predict the reaction product.